From a dataset of Forward reaction prediction with 1.9M reactions from USPTO patents (1976-2016). Predict the product of the given reaction. (1) Given the reactants [C:1]([O:5][C:6](=[O:34])[NH:7][C@@H:8]([CH2:26][C:27]1[CH:32]=[CH:31][CH:30]=[C:29]([OH:33])[CH:28]=1)[C@H:9]([OH:25])[CH2:10][NH:11][C:12]1([C:15]2[CH:20]=[C:19]([C:21]([CH3:24])([CH3:23])[CH3:22])[CH:18]=[CH:17][N:16]=2)[CH2:14][CH2:13]1)([CH3:4])([CH3:3])[CH3:2].[CH3:35][O:36][C:37](=[O:55])[C:38]1[CH:43]=[C:42]([CH3:44])[N:41]=[C:40]([O:45][CH2:46][CH2:47][CH2:48][CH2:49]OS(C)(=O)=O)[CH:39]=1, predict the reaction product. The product is: [CH3:35][O:36][C:37](=[O:55])[C:38]1[CH:43]=[C:42]([CH3:44])[N:41]=[C:40]([O:45][CH2:46][CH2:47][CH2:48][CH2:49][O:33][C:29]2[CH:30]=[CH:31][CH:32]=[C:27]([CH2:26][C@H:8]([NH:7][C:6]([O:5][C:1]([CH3:2])([CH3:3])[CH3:4])=[O:34])[C@H:9]([OH:25])[CH2:10][NH:11][C:12]3([C:15]4[CH:20]=[C:19]([C:21]([CH3:24])([CH3:23])[CH3:22])[CH:18]=[CH:17][N:16]=4)[CH2:14][CH2:13]3)[CH:28]=2)[CH:39]=1. (2) Given the reactants [NH2:1][CH:2]1[C:11]2[CH:10]=[N:9][CH:8]=[C:7]([C:12]3[CH:19]=[CH:18][C:15]([C:16]#[N:17])=[CH:14][CH:13]=3)[C:6]=2[CH2:5][CH2:4][CH2:3]1.[C:20](O)(=[O:23])[CH2:21][CH3:22].CCN=C=NCCCN(C)C.OP([O-])(O)=O.[K+], predict the reaction product. The product is: [C:16]([C:15]1[CH:14]=[CH:13][C:12]([C:7]2[C:6]3[CH2:5][CH2:4][CH2:3][CH:2]([NH:1][C:20](=[O:23])[CH2:21][CH3:22])[C:11]=3[CH:10]=[N:9][CH:8]=2)=[CH:19][CH:18]=1)#[N:17]. (3) Given the reactants [Na+].[Cl-].[Cl-].[K+].[Cl-].[Cl-].[Ca+2].[O-]S([O-])(=O)=O.[Mg+2].C([N:25]([CH2:30][C:31]([OH:33])=[O:32])CC(O)=O)C[N:25](CC(O)=O)[CH2:30][C:31]([OH:33])=[O:32].[O:34]=[CH:35][C@@H:36]([C@H:38]([C@@H:40]([C@@H:42]([CH2:44]O)[OH:43])[OH:41])O)O.[O:46]=[C:47]1[O:53][C@H]([C@H](CO)O)C(O)=[C:48]1[OH:49], predict the reaction product. The product is: [CH:36]1[C:35]([C@@H:31]([OH:33])[CH2:30][NH2:25])=[CH:44][C:42]([OH:43])=[C:40]([OH:41])[CH:38]=1.[CH:30]([OH:34])([C:31]([OH:33])=[O:32])[CH:48]([OH:49])[C:47]([OH:53])=[O:46].